This data is from Reaction yield outcomes from USPTO patents with 853,638 reactions. The task is: Predict the reaction yield, written as a fraction of the theoretical maximum amount of product (1.0 means a 100% yield; for example, 0.34 means a 34% yield). (1) The reactants are [CH3:1][C:2]1[N:7]=[C:6]([CH2:8]O)[CH:5]=[CH:4][CH:3]=1.P(Br)(Br)[Br:11]. The catalyst is C1COCC1. The product is [Br:11][CH2:8][C:6]1[CH:5]=[CH:4][CH:3]=[C:2]([CH3:1])[N:7]=1. The yield is 0.335. (2) The product is [SH:17][C:16]1[N:15]=[C:10]([OH:12])[C:5]2[C@H:4]([CH3:3])[CH2:8][CH2:7][C:6]=2[N:18]=1. The reactants are [OH-].[K+].[CH3:3][C@@H:4]1[CH2:8][CH2:7][C:6](=O)[CH:5]1[C:10]([O:12]CC)=O.[NH2:15][C:16]([NH2:18])=[S:17]. The catalyst is O.C(O)C. The yield is 0.560.